From a dataset of Full USPTO retrosynthesis dataset with 1.9M reactions from patents (1976-2016). Predict the reactants needed to synthesize the given product. (1) Given the product [ClH:25].[N:1]12[CH2:6][CH2:5][CH:4]([CH2:7][CH2:8]1)[CH:3]([CH2:9][C:10]([NH:42][C:41]1[CH:43]=[CH:44][C:38]([Br:37])=[CH:39][CH:40]=1)=[O:12])[CH2:2]2, predict the reactants needed to synthesize it. The reactants are: [N:1]12[CH2:8][CH2:7][CH:4]([CH2:5][CH2:6]1)[CH:3]([CH2:9][C:10]([OH:12])=O)[CH2:2]2.FC1C(O)=C(F)C(F)=C(F)C=1F.[ClH:25].CN(C)CCCN=C=NCC.[Br:37][C:38]1[CH:44]=[CH:43][C:41]([NH2:42])=[CH:40][CH:39]=1.C(=O)(O)[O-].[Na+]. (2) Given the product [C:1]1([CH2:7][CH2:8][CH2:9][CH2:10][C:11]([N:13]([CH2:23][C:24]([OH:26])=[O:25])[CH2:14][CH2:15][CH2:16][C:17]2[CH:18]=[CH:19][CH:20]=[CH:21][CH:22]=2)=[O:12])[CH:6]=[CH:5][CH:4]=[CH:3][CH:2]=1, predict the reactants needed to synthesize it. The reactants are: [C:1]1([CH2:7][CH2:8][CH2:9][CH2:10][C:11]([N:13]([CH2:23][C:24]([O:26]C)=[O:25])[CH2:14][CH2:15][CH2:16][C:17]2[CH:22]=[CH:21][CH:20]=[CH:19][CH:18]=2)=[O:12])[CH:6]=[CH:5][CH:4]=[CH:3][CH:2]=1.[OH-].[Na+].Cl. (3) The reactants are: C([CH2:8][NH:9][CH2:10][CH:11]([OH:49])[CH2:12][N:13]1[CH2:24][CH2:23][N:22]([CH2:25][C:26]([O:28][C:29]([CH3:32])([CH3:31])[CH3:30])=[O:27])[CH2:21][CH2:20][N:19]([CH2:33][C:34]([O:36][C:37]([CH3:40])([CH3:39])[CH3:38])=[O:35])[CH2:18][CH2:17][N:16]([CH2:41][C:42]([O:44][C:45]([CH3:48])([CH3:47])[CH3:46])=[O:43])[CH2:15][CH2:14]1)C1C=CC=CC=1.O. Given the product [CH3:8][NH:9][CH2:10][CH:11]([OH:49])[CH2:12][N:13]1[CH2:14][CH2:15][N:16]([CH2:41][C:42]([O:44][C:45]([CH3:46])([CH3:47])[CH3:48])=[O:43])[CH2:17][CH2:18][N:19]([CH2:33][C:34]([O:36][C:37]([CH3:40])([CH3:38])[CH3:39])=[O:35])[CH2:20][CH2:21][N:22]([CH2:25][C:26]([O:28][C:29]([CH3:32])([CH3:31])[CH3:30])=[O:27])[CH2:23][CH2:24]1, predict the reactants needed to synthesize it. (4) Given the product [CH3:24][O:25][C:26]1[CH:31]=[CH:30][N:29]=[C:28]([CH2:32][CH2:33][C:34]2[NH:43][C:37]3=[N:38][CH:39]=[C:40]([C:9]4[CH:10]=[CH:11][C:6]([S:3]([N:2]([CH3:18])[CH3:1])(=[O:5])=[O:4])=[C:7]([O:13][C:14]([F:17])([F:16])[F:15])[CH:8]=4)[CH:41]=[C:36]3[N:35]=2)[CH:27]=1, predict the reactants needed to synthesize it. The reactants are: [CH3:1][N:2]([CH3:18])[S:3]([C:6]1[CH:11]=[CH:10][C:9](Br)=[CH:8][C:7]=1[O:13][C:14]([F:17])([F:16])[F:15])(=[O:5])=[O:4].C([O-])(=O)C.[K+].[CH3:24][O:25][C:26]1[CH:31]=[CH:30][N:29]=[C:28]([CH2:32][CH2:33][C:34]2[NH:43][C:37]3=[N:38][CH:39]=[C:40](I)[CH:41]=[C:36]3[N:35]=2)[CH:27]=1.C(=O)([O-])[O-].[K+].[K+].[Cl-].[Li+].